This data is from Reaction yield outcomes from USPTO patents with 853,638 reactions. The task is: Predict the reaction yield, written as a fraction of the theoretical maximum amount of product (1.0 means a 100% yield; for example, 0.34 means a 34% yield). (1) The reactants are [Br-:1].[OH:2][C:3]1[CH:8]=[CH:7][C:6]([C:9](=[O:36])[CH2:10][N+:11]23[CH2:18][CH2:17][CH:14]([CH2:15][CH2:16]2)[C@@H:13]([O:19][C:20](=[O:35])[C@@H:21]([C:29]2[CH:34]=[CH:33][CH:32]=[CH:31][CH:30]=2)[NH:22][C:23]2[CH:28]=[CH:27][CH:26]=[CH:25][CH:24]=2)[CH2:12]3)=[CH:5][CH:4]=1.[CH3:37][S:38](Cl)(=[O:40])=[O:39].CC#N.O. The catalyst is C(Cl)Cl. The product is [Br-:1].[CH3:37][S:38]([O:2][C:3]1[CH:8]=[CH:7][C:6]([C:9](=[O:36])[CH2:10][N+:11]23[CH2:16][CH2:15][CH:14]([CH2:17][CH2:18]2)[C@@H:13]([O:19][C:20](=[O:35])[C@@H:21]([C:29]2[CH:30]=[CH:31][CH:32]=[CH:33][CH:34]=2)[NH:22][C:23]2[CH:24]=[CH:25][CH:26]=[CH:27][CH:28]=2)[CH2:12]3)=[CH:5][CH:4]=1)(=[O:40])=[O:39]. The yield is 0.319. (2) The reactants are C[Si](C)(C)[O-].[K+].[CH2:7]([C:10]1([S:13]([N:16]2[C:20]3[C:21]4[O:25][CH:24]=[CH:23][C:22]=4[C:26]([F:29])=[C:27]([F:28])[C:19]=3[N:18]([C:30]3[CH:35]=[CH:34][C:33]([I:36])=[CH:32][C:31]=3[F:37])C2=O)(=[O:15])=[O:14])[CH2:12][CH2:11]1)[CH:8]=[CH2:9].C(OCC)(=O)C. The catalyst is C1COCC1.CCCCCC. The product is [CH2:7]([C:10]1([S:13]([NH:16][C:20]2[C:21]3[O:25][CH:24]=[CH:23][C:22]=3[C:26]([F:29])=[C:27]([F:28])[C:19]=2[NH:18][C:30]2[CH:35]=[CH:34][C:33]([I:36])=[CH:32][C:31]=2[F:37])(=[O:15])=[O:14])[CH2:12][CH2:11]1)[CH:8]=[CH2:9]. The yield is 0.780. (3) The reactants are [CH3:1][S:2][C:3]1[N:8]=[CH:7][C:6]2=[CH:9][CH:10]=[C:11]([C:12]3[CH:17]=[CH:16][CH:15]=[CH:14][C:13]=3[NH2:18])[N:5]2[N:4]=1.Cl[CH2:20][CH2:21][CH2:22][S:23](Cl)(=[O:25])=[O:24]. No catalyst specified. The product is [O:24]=[S:23]1(=[O:25])[CH2:22][CH2:21][CH2:20][N:18]1[C:13]1[CH:14]=[CH:15][CH:16]=[CH:17][C:12]=1[C:11]1[N:5]2[C:6]([CH:7]=[N:8][C:3]([S:2][CH3:1])=[N:4]2)=[CH:9][CH:10]=1. The yield is 0.0800. (4) The reactants are [CH3:1][N:2](C)/[CH:3]=[CH:4]/[C:5](=O)[CH:6]([O:9][CH3:10])[O:7][CH3:8].C(O)(=O)C.C(N)=[NH:18]. The catalyst is O. The product is [CH3:8][O:7][CH:6]([O:9][CH3:10])[C:5]1[CH:4]=[CH:3][N:2]=[CH:1][N:18]=1. The yield is 0.700. (5) The reactants are Br[C:2]1[CH:7]=[CH:6][N:5]=[C:4]([CH:8]2[CH2:10][CH2:9]2)[N:3]=1.[BH:11]([OH:13])[OH:12].O1BOBOB1. No catalyst specified. The product is [CH:8]1([C:4]2[N:3]=[C:2]([B:11]([OH:13])[OH:12])[CH:7]=[CH:6][N:5]=2)[CH2:10][CH2:9]1. The yield is 0.900. (6) The reactants are [Cl:1][C:2]1[CH:3]=[C:4]2[C:9](=[CH:10][CH:11]=1)[NH:8][CH:7]([C:12]1[CH:17]=[CH:16][CH:15]=[C:14]([N+:18]([O-])=O)[CH:13]=1)[CH2:6][C:5]2([CH3:22])[CH3:21]. The catalyst is [Fe].C(O)C.O. The product is [Cl:1][C:2]1[CH:3]=[C:4]2[C:9](=[CH:10][CH:11]=1)[NH:8][CH:7]([C:12]1[CH:13]=[C:14]([NH2:18])[CH:15]=[CH:16][CH:17]=1)[CH2:6][C:5]2([CH3:22])[CH3:21]. The yield is 0.900.